From a dataset of Forward reaction prediction with 1.9M reactions from USPTO patents (1976-2016). Predict the product of the given reaction. (1) Given the reactants Cl.Cl[CH2:3][C:4]1[C:16]2[NH:15][C:14]3[C:9](=[CH:10][CH:11]=[CH:12][CH:13]=3)[C:8]=2[CH2:7][CH2:6][N:5]=1.[NH:17]1[CH2:22][CH2:21][O:20][CH2:19][CH2:18]1.[BH4-].[Na+].[OH-].[Na+], predict the reaction product. The product is: [N:17]1([CH2:3][CH:4]2[C:16]3[NH:15][C:14]4[C:9](=[CH:10][CH:11]=[CH:12][CH:13]=4)[C:8]=3[CH2:7][CH2:6][NH:5]2)[CH2:22][CH2:21][O:20][CH2:19][CH2:18]1. (2) Given the reactants [O:1]=[C:2]1[NH:11][CH:10]([C:12]2[CH:19]=[CH:18][C:15]([C:16]#[N:17])=[CH:14][C:13]=2[S:20]([CH3:23])(=[O:22])=[O:21])[C:9]2[C:8](=[O:24])[CH2:7][CH2:6][CH2:5][C:4]=2[N:3]1[C:25]1[CH:30]=[CH:29][CH:28]=[C:27]([C:31]([F:34])([F:33])[F:32])[CH:26]=1.C(=O)([O-])[O-].[Cs+].[Cs+].Br[CH2:42][CH:43]1[CH2:46][O:45][CH2:44]1, predict the reaction product. The product is: [CH3:23][S:20]([C:13]1[CH:14]=[C:15]([CH:18]=[CH:19][C:12]=1[CH:10]1[C:9]2[C:8](=[O:24])[CH2:7][CH2:6][CH2:5][C:4]=2[N:3]([C:25]2[CH:30]=[CH:29][CH:28]=[C:27]([C:31]([F:33])([F:34])[F:32])[CH:26]=2)[C:2](=[O:1])[N:11]1[CH2:42][CH:43]1[CH2:46][O:45][CH2:44]1)[C:16]#[N:17])(=[O:22])=[O:21]. (3) Given the reactants C([O-])([O-])=O.[K+].[K+].[CH2:7]([C:11]1([CH2:51][CH2:52][CH2:53][CH3:54])[C:23]2[CH:22]=[C:21]([CH2:24][C:25](C)(O)C#C)[CH:20]=[CH:19][C:18]=2[C:17]2[C:12]1=[CH:13][C:14]([C:30]#[C:31][C:32]1[CH:37]=[CH:36][C:35]([N:38]([CH2:45][CH2:46][CH2:47][CH2:48][CH2:49][CH3:50])[CH2:39][CH2:40][CH2:41][CH2:42][CH2:43][CH3:44])=[CH:34][CH:33]=1)=[CH:15][CH:16]=2)[CH2:8][CH2:9][CH3:10], predict the reaction product. The product is: [CH2:51]([C:11]1([CH2:7][CH2:8][CH2:9][CH3:10])[C:12]2[CH:13]=[C:14]([C:30]#[C:31][C:32]3[CH:33]=[CH:34][C:35]([N:38]([CH2:39][CH2:40][CH2:41][CH2:42][CH2:43][CH3:44])[CH2:45][CH2:46][CH2:47][CH2:48][CH2:49][CH3:50])=[CH:36][CH:37]=3)[CH:15]=[CH:16][C:17]=2[C:18]2[C:23]1=[CH:22][C:21]([C:24]#[CH:25])=[CH:20][CH:19]=2)[CH2:52][CH2:53][CH3:54]. (4) Given the reactants [CH:1]([C:3]1[CH:12]=[CH:11][C:6]([C:7]([O:9][CH3:10])=[O:8])=[CH:5][CH:4]=1)=[O:2].C(=O)([O-])[O-].[K+].[K+].C1(C)C=CC(S([CH2:28][N+:29]#[C-:30])(=O)=O)=CC=1, predict the reaction product. The product is: [O:2]1[C:1]([C:3]2[CH:12]=[CH:11][C:6]([C:7]([O:9][CH3:10])=[O:8])=[CH:5][CH:4]=2)=[CH:30][N:29]=[CH:28]1. (5) Given the reactants [CH3:1][O:2][CH2:3][CH2:4][CH2:5][CH2:6][C:7](=[O:9])[CH3:8].[Cl-:10].[Li+], predict the reaction product. The product is: [Cl:10][CH:6]([CH2:5][CH2:4][CH2:3][O:2][CH3:1])[C:7](=[O:9])[CH3:8]. (6) The product is: [N:25]1([C:23]([N:20]2[CH2:19][CH:18]=[C:17]([C:15]3[S:16][C:9]4[C:8]([C:5]5[CH:4]=[CH:3][C:2]([NH:1][S:32]([CH3:31])(=[O:34])=[O:33])=[CH:7][CH:6]=5)=[N:13][CH:12]=[N:11][C:10]=4[CH:14]=3)[CH2:22][CH2:21]2)=[O:24])[CH2:26][CH2:27][O:28][CH2:29][CH2:30]1. Given the reactants [NH2:1][C:2]1[CH:7]=[CH:6][C:5]([C:8]2[C:9]3[S:16][C:15]([C:17]4[CH2:18][CH2:19][N:20]([C:23]([N:25]5[CH2:30][CH2:29][O:28][CH2:27][CH2:26]5)=[O:24])[CH2:21][CH:22]=4)=[CH:14][C:10]=3[N:11]=[CH:12][N:13]=2)=[CH:4][CH:3]=1.[CH3:31][S:32](Cl)(=[O:34])=[O:33], predict the reaction product. (7) Given the reactants O=C1C2C=CC=CC=2C(=O)[N:3]1[CH2:12][CH:13]([NH:22][C:23]([NH:25][NH:26][C:27]([C:29]1[CH:30]=[C:31]2[C:36](=[CH:37][CH:38]=1)[CH:35]=[N:34][CH:33]=[CH:32]2)=O)=[S:24])[CH2:14][C:15]1[CH:20]=[CH:19][CH:18]=[C:17]([Cl:21])[CH:16]=1.Cl.NC(CC1C=CC=C(Cl)C=1)CN1C(=O)C2C=CC=CC=2C1=O, predict the reaction product. The product is: [NH2:3][CH2:12][CH:13]([NH:22][C:23]1[S:24][C:27]([C:29]2[CH:30]=[C:31]3[C:36](=[CH:37][CH:38]=2)[CH:35]=[N:34][CH:33]=[CH:32]3)=[N:26][N:25]=1)[CH2:14][C:15]1[CH:20]=[CH:19][CH:18]=[C:17]([Cl:21])[CH:16]=1.